Regression. Given a peptide amino acid sequence and an MHC pseudo amino acid sequence, predict their binding affinity value. This is MHC class I binding data. From a dataset of Peptide-MHC class I binding affinity with 185,985 pairs from IEDB/IMGT. (1) The peptide sequence is MRCNKSETDRW. The MHC is Mamu-B17 with pseudo-sequence Mamu-B17. The binding affinity (normalized) is 0.572. (2) The peptide sequence is FSLHYAWKTM. The MHC is HLA-A30:01 with pseudo-sequence HLA-A30:01. The binding affinity (normalized) is 0.303. (3) The peptide sequence is ATAWRTGGY. The MHC is HLA-A23:01 with pseudo-sequence HLA-A23:01. The binding affinity (normalized) is 0.0847.